From a dataset of Full USPTO retrosynthesis dataset with 1.9M reactions from patents (1976-2016). Predict the reactants needed to synthesize the given product. (1) Given the product [CH3:1][C:2]1([CH3:14])[CH2:7][CH:6]([CH2:8][C:9]2[S:19][C:17]([NH2:18])=[N:15][N:16]=2)[CH2:5][C:4]([CH3:13])([CH3:12])[NH:3]1, predict the reactants needed to synthesize it. The reactants are: [CH3:1][C:2]1([CH3:14])[CH2:7][CH:6]([CH2:8][C:9](O)=O)[CH2:5][C:4]([CH3:13])([CH3:12])[NH:3]1.[NH:15]([C:17](=[S:19])[NH2:18])[NH2:16].O=P(Cl)(Cl)Cl. (2) Given the product [CH:7]([C:6]1[CH:5]=[C:4]([CH:11]=[CH:10][CH:9]=1)[C:1]([NH:20][CH2:19][C:18]1[CH:21]=[CH:22][C:15]([O:14][C:13]([F:12])([F:23])[F:24])=[CH:16][CH:17]=1)=[O:3])=[O:8], predict the reactants needed to synthesize it. The reactants are: [C:1]([C:4]1[CH:5]=[C:6]([CH:9]=[CH:10][CH:11]=1)[CH:7]=[O:8])([OH:3])=O.[F:12][C:13]([F:24])([F:23])[O:14][C:15]1[CH:22]=[CH:21][C:18]([CH2:19][NH2:20])=[CH:17][CH:16]=1.ON1C2C=CC=CC=2N=N1.C(N=C=NC(C)C)(C)C.